From a dataset of Forward reaction prediction with 1.9M reactions from USPTO patents (1976-2016). Predict the product of the given reaction. (1) Given the reactants CN(C=[O:5])C.[OH:6][CH2:7][CH2:8][C:9]1[N:10]([CH2:14][CH2:15][CH2:16][CH2:17][C:18]2[CH:23]=[CH:22][CH:21]=[CH:20][C:19]=2O)[CH:11]=[CH:12][N:13]=1.[H-].[Na+].Cl[CH2:28][C:29]1[N:30]=[C:31](/[CH:34]=[CH:35]/[C:36]2[CH:41]=[CH:40][C:39]([CH2:42][CH3:43])=[CH:38][CH:37]=2)[O:32][CH:33]=1, predict the reaction product. The product is: [CH2:42]([C:39]1[CH:40]=[CH:41][C:36](/[CH:35]=[CH:34]/[C:31]2[O:32][CH:33]=[C:29]([CH2:28][O:5][C:21]3[CH:22]=[CH:23][C:18]([CH2:17][CH2:16][CH2:15][CH2:14][N:10]4[CH:11]=[CH:12][N:13]=[C:9]4[CH2:8][CH2:7][OH:6])=[CH:19][CH:20]=3)[N:30]=2)=[CH:37][CH:38]=1)[CH3:43]. (2) The product is: [ClH:15].[CH:52]1([NH:19][C@H:20]2[CH2:25][CH2:24][CH2:23][CH2:22][C@@H:21]2[NH:26][C:27]2[CH:47]=[C:46]([C:48]([F:51])([F:49])[F:50])[CH:45]=[CH:44][C:28]=2[C:29]([NH:31][C:32]2[CH:40]=[C:39]3[C:35]([C:36]([CH3:43])([CH3:42])[C:37](=[O:41])[NH:38]3)=[CH:34][CH:33]=2)=[O:30])[CH2:56][CH2:55][CH2:54][CH2:53]1. Given the reactants C(O[BH-](OC(=O)C)OC(=O)C)(=O)C.[Na+].[Cl:15]C(Cl)C.[NH2:19][C@H:20]1[CH2:25][CH2:24][CH2:23][CH2:22][C@@H:21]1[NH:26][C:27]1[CH:47]=[C:46]([C:48]([F:51])([F:50])[F:49])[CH:45]=[CH:44][C:28]=1[C:29]([NH:31][C:32]1[CH:40]=[C:39]2[C:35]([C:36]([CH3:43])([CH3:42])[C:37](=[O:41])[NH:38]2)=[CH:34][CH:33]=1)=[O:30].[C:52]1(=O)[CH2:56][CH2:55][CH2:54][CH2:53]1.[OH-].[Na+], predict the reaction product. (3) Given the reactants [Li][CH2:2][CH2:3][CH2:4]C.[Br-].C([P+]([C:23]1[CH:28]=[CH:27][CH:26]=[CH:25][CH:24]=1)([C:23]1[CH:28]=[CH:27][CH:26]=[CH:25][CH:24]=1)[C:23]1[CH:28]=[CH:27][CH:26]=[CH:25][CH:24]=1)CC.[CH3:29][O:30][C:31]([C:33]1[C:37]([CH:38]=O)=[C:36]([CH2:40][CH3:41])[N:35]([CH2:42]C2C=CC=CC=2)[C:34]=1[CH:49]([CH3:51])[CH3:50])=[O:32], predict the reaction product. The product is: [CH3:29][O:30][C:31]([C:33]1[C:37]([CH:38]=[CH:2][CH2:3][CH3:4])=[C:36]([CH2:40][CH3:41])[N:35]([CH2:42][C:23]2[CH:24]=[CH:25][CH:26]=[CH:27][CH:28]=2)[C:34]=1[CH:49]([CH3:50])[CH3:51])=[O:32]. (4) Given the reactants [CH3:1][I:2].[N:3]1([CH2:10][CH2:11][CH:12]([C:19]2[CH:24]=[C:23]([CH3:25])[CH:22]=[CH:21][C:20]=2[OH:26])[C:13]2[CH:18]=[CH:17][CH:16]=[CH:15][CH:14]=2)[CH2:9][CH2:8][CH2:7][CH2:6][CH2:5][CH2:4]1, predict the reaction product. The product is: [I-:2].[OH:26][C:20]1[CH:21]=[CH:22][C:23]([CH3:25])=[CH:24][C:19]=1[CH:12]([C:13]1[CH:18]=[CH:17][CH:16]=[CH:15][CH:14]=1)[CH2:11][CH2:10][N+:3]1([CH3:1])[CH2:9][CH2:8][CH2:7][CH2:6][CH2:5][CH2:4]1. (5) Given the reactants [CH:1]([C:3]1[C:4]([F:25])=[CH:5][C:6]([N+:22]([O-])=O)=[C:7]([NH:9][CH:10]2[CH2:15][CH2:14][N:13]([CH:16]3[CH2:21][CH2:20][O:19][CH2:18][CH2:17]3)[CH2:12][CH2:11]2)[CH:8]=1)=[CH2:2].C([O-])=O.[NH4+], predict the reaction product. The product is: [NH2:22][C:6]1[CH:5]=[C:4]([F:25])[C:3]([CH2:1][CH3:2])=[CH:8][C:7]=1[NH:9][CH:10]1[CH2:11][CH2:12][N:13]([CH:16]2[CH2:17][CH2:18][O:19][CH2:20][CH2:21]2)[CH2:14][CH2:15]1. (6) Given the reactants [NH2:1][C:2]1[C:3]([F:16])=[C:4]([NH:9][S:10](CCC)(=[O:12])=[O:11])[CH:5]=[CH:6][C:7]=1[F:8].C(=O)([O-])[O-].[K+].[K+].[N:23]1(S(Cl)(=O)=O)[CH2:27][CH2:26][CH2:25][CH2:24]1.[OH-].[Na+].Cl, predict the reaction product. The product is: [NH2:1][C:2]1[C:3]([F:16])=[C:4]([NH:9][S:10]([N:23]2[CH2:27][CH2:26][CH2:25][CH2:24]2)(=[O:11])=[O:12])[CH:5]=[CH:6][C:7]=1[F:8]. (7) Given the reactants [CH2:1]([C:5]1[CH:10]=[CH:9][C:8]([C:11]#[C:12][C:13]2[CH:44]=[CH:43][C:16]([CH2:17][N:18]([CH2:30][C:31]3[CH:42]=[CH:41][C:34]([O:35][CH2:36][C:37]([O:39]C)=[O:38])=[CH:33][CH:32]=3)[C:19]([C:21]3[C:29]4[C:24](=[CH:25][CH:26]=[CH:27][CH:28]=4)[NH:23][N:22]=3)=[O:20])=[CH:15][CH:14]=2)=[CH:7][CH:6]=1)[CH2:2][CH2:3][CH3:4].[OH-].[Na+], predict the reaction product. The product is: [CH2:1]([C:5]1[CH:6]=[CH:7][C:8]([C:11]#[C:12][C:13]2[CH:14]=[CH:15][C:16]([CH2:17][N:18]([CH2:30][C:31]3[CH:32]=[CH:33][C:34]([O:35][CH2:36][C:37]([OH:39])=[O:38])=[CH:41][CH:42]=3)[C:19]([C:21]3[C:29]4[C:24](=[CH:25][CH:26]=[CH:27][CH:28]=4)[NH:23][N:22]=3)=[O:20])=[CH:43][CH:44]=2)=[CH:9][CH:10]=1)[CH2:2][CH2:3][CH3:4]. (8) Given the reactants O[CH2:2][CH2:3][NH:4][C:5]([NH:7][CH:8]([C:15]1[CH:20]=[CH:19][CH:18]=[CH:17][CH:16]=1)[CH2:9][C:10]1[O:11][CH:12]=[CH:13][CH:14]=1)=[S:6].OCCNC(NC(C1C=CC=CC=1)CC1SC=CC=1)=S.C(N(C(C)C)CC)(C)C.[I-].C(C[P+](C)(C)C)#N, predict the reaction product. The product is: [S:6]1[CH2:2][CH2:3][N:4]=[C:5]1[NH:7][CH:8]([C:15]1[CH:20]=[CH:19][CH:18]=[CH:17][CH:16]=1)[CH2:9][C:10]1[O:11][CH:12]=[CH:13][CH:14]=1. (9) Given the reactants [CH2:1]([C:3]1[CH:8]=[C:7]([CH3:9])[CH:6]=[C:5]([CH2:10][CH3:11])[C:4]=1[C:12]1[C:13](=[O:28])[N:14]([CH3:27])[N:15]=[C:16]([OH:26])[C:17]=1[O:18][CH2:19][C:20]1[CH:25]=[CH:24][CH:23]=[CH:22][CH:21]=1)[CH3:2].[H-].[Na+].[CH3:31][O:32][CH2:33]Cl, predict the reaction product. The product is: [CH2:1]([C:3]1[CH:8]=[C:7]([CH3:9])[CH:6]=[C:5]([CH2:10][CH3:11])[C:4]=1[C:12]1[C:13](=[O:28])[N:14]([CH3:27])[N:15]=[C:16]([O:26][CH2:31][O:32][CH3:33])[C:17]=1[O:18][CH2:19][C:20]1[CH:25]=[CH:24][CH:23]=[CH:22][CH:21]=1)[CH3:2]. (10) The product is: [NH:11]1[C:15]2[N:16]=[CH:17][CH:18]=[CH:19][C:14]=2[CH:13]=[C:12]1[C:20]([O:22][CH3:23])=[O:21]. Given the reactants S([N:11]1[C:19]2[CH:18]=[CH:17][N:16]=[CH:15][C:14]=2[CH:13]=[C:12]1[C:20]([O:22][CH2:23]C)=[O:21])(C1C=CC(C)=CC=1)(=O)=O.C([O-])([O-])=O.[Cs+].[Cs+], predict the reaction product.